Dataset: Forward reaction prediction with 1.9M reactions from USPTO patents (1976-2016). Task: Predict the product of the given reaction. (1) Given the reactants [C:1]([O:4][C:5]1[C:6](=[O:41])[CH:7]=[C:8]([CH2:11][NH:12][C:13]([CH:15]2[CH2:20][N:19]([S:21]([C:24]3[NH:25][C:26]4[C:31]([CH:32]=3)=[CH:30][C:29]([Cl:33])=[CH:28][CH:27]=4)(=[O:23])=[O:22])[CH2:18][CH2:17][N:16]2C(OC(C)(C)C)=O)=[O:14])[O:9][CH:10]=1)(=[O:3])[CH3:2].[F:42][C:43]([F:48])([F:47])[C:44]([OH:46])=[O:45], predict the reaction product. The product is: [F:42][C:43]([F:48])([F:47])[C:44]([OH:46])=[O:45].[C:1]([O:4][C:5]1[C:6](=[O:41])[CH:7]=[C:8]([CH2:11][NH:12][C:13]([CH:15]2[NH:16][CH2:17][CH2:18][N:19]([S:21]([C:24]3[NH:25][C:26]4[C:31]([CH:32]=3)=[CH:30][C:29]([Cl:33])=[CH:28][CH:27]=4)(=[O:23])=[O:22])[CH2:20]2)=[O:14])[O:9][CH:10]=1)(=[O:3])[CH3:2]. (2) Given the reactants [Br:1][C:2]1[N:6]([S:7]([C:10]2[CH:15]=[CH:14][CH:13]=[CH:12][CH:11]=2)(=[O:9])=[O:8])[CH:5]=[C:4]([CH2:16][OH:17])[C:3]=1[CH2:18][CH3:19].C[N+]1([O-])CCOCC1, predict the reaction product. The product is: [Br:1][C:2]1[N:6]([S:7]([C:10]2[CH:15]=[CH:14][CH:13]=[CH:12][CH:11]=2)(=[O:9])=[O:8])[CH:5]=[C:4]([CH:16]=[O:17])[C:3]=1[CH2:18][CH3:19]. (3) Given the reactants C(OC([C:11]1[C:19]2[C:14](=[CH:15][CH:16]=[C:17](OCCCl)[CH:18]=2)[NH:13][C:12]=1C)=O)C1C=CC=CC=1.C([O-])([O-])=O.[K+].[K+].CC12CC([NH:37]C1)CC(C)(C)C2, predict the reaction product. The product is: [NH:13]1[C:14]2[C:19](=[CH:18][CH:17]=[CH:16][CH:15]=2)[CH:11]=[C:12]1[NH2:37]. (4) The product is: [C:6]([C:7]1[C:15]2[C:11](=[N:12][S:13][N:14]=2)[CH:10]=[CH:9][CH:8]=1)#[CH:5]. Given the reactants C[Si]([C:5]#[C:6][C:7]1[C:15]2[C:11](=[N:12][S:13][N:14]=2)[CH:10]=[CH:9][CH:8]=1)(C)C.C([O-])([O-])=O.[K+].[K+].C1COCC1, predict the reaction product. (5) Given the reactants C(OC(=O)[NH:7][C:8]1[CH:13]=[C:12]([C:14]#[N:15])[CH:11]=[C:10]([CH2:16][N:17]2[CH2:22][CH2:21][O:20][CH2:19][CH2:18]2)[C:9]=1[Cl:23])(C)(C)C, predict the reaction product. The product is: [NH2:7][C:8]1[CH:13]=[C:12]([CH:11]=[C:10]([CH2:16][N:17]2[CH2:18][CH2:19][O:20][CH2:21][CH2:22]2)[C:9]=1[Cl:23])[C:14]#[N:15]. (6) Given the reactants [NH2:1][C:2]1[CH:3]=[C:4]([C:9]2[CH:14]=[CH:13][C:12]([C@H:15]([OH:19])[CH:16]([F:18])[F:17])=[CH:11][CH:10]=2)[CH:5]=[C:6]([F:8])[CH:7]=1.C(=O)([O-])[O-].[Cs+].[Cs+].Cl[C:27]1[N:32]=[C:31]([C:33]([F:36])([F:35])[F:34])[CH:30]=[CH:29][N:28]=1, predict the reaction product. The product is: [F:17][CH:16]([F:18])[C@H:15]([C:12]1[CH:11]=[CH:10][C:9]([C:4]2[CH:3]=[C:2]([NH:1][C:27]3[N:32]=[C:31]([C:33]([F:36])([F:35])[F:34])[CH:30]=[CH:29][N:28]=3)[CH:7]=[C:6]([F:8])[CH:5]=2)=[CH:14][CH:13]=1)[OH:19]. (7) Given the reactants O[CH2:2][C:3]1[CH:8]=[CH:7][CH:6]=[CH:5][C:4]=1[N:9]([CH3:14])[S:10]([CH3:13])(=[O:12])=[O:11].O=S(Cl)Cl.[CH2:19](Cl)[Cl:20], predict the reaction product. The product is: [Cl:20][CH2:19][CH2:2][C:3]1[CH:8]=[CH:7][CH:6]=[CH:5][C:4]=1[N:9]([CH3:14])[S:10]([CH3:13])(=[O:12])=[O:11]. (8) Given the reactants C(O)CCC.Cl[C:7]1[N:16]=[CH:15][C:14]2[C:9](=[C:10]([CH3:17])[CH:11]=[CH:12][CH:13]=2)[N:8]=1.[NH2:18][C:19]1[CH:20]=[C:21]([CH2:28][OH:29])[C:22]2[NH:26][CH:25]=[N:24][C:23]=2[CH:27]=1, predict the reaction product. The product is: [CH3:17][C:10]1[CH:11]=[CH:12][CH:13]=[C:14]2[C:9]=1[N:8]=[C:7]([NH:18][C:19]1[CH:20]=[C:21]([CH2:28][OH:29])[C:22]3[N:26]=[CH:25][NH:24][C:23]=3[CH:27]=1)[N:16]=[CH:15]2. (9) Given the reactants [Cl:1][C:2]1[CH:9]=[CH:8][C:5]([CH:6]=O)=[CH:4][CH:3]=1.[N+:10]([CH3:13])([O-:12])=[O:11].C[O-].[Na+].C(O)(=O)C.C(OC(=O)C)(=O)C, predict the reaction product. The product is: [Cl:1][C:2]1[CH:9]=[CH:8][C:5]([CH:6]=[CH:13][N+:10]([O-:12])=[O:11])=[CH:4][CH:3]=1. (10) Given the reactants [OH:1][CH2:2][C:3]1[C:4]([CH3:20])=[C:5]([O:10][CH2:11][C:12]2[CH:19]=[CH:18][C:15]([C:16]#[N:17])=[CH:14][CH:13]=2)[C:6]([CH3:9])=[N:7][CH:8]=1, predict the reaction product. The product is: [CH:2]([C:3]1[C:4]([CH3:20])=[C:5]([O:10][CH2:11][C:12]2[CH:19]=[CH:18][C:15]([C:16]#[N:17])=[CH:14][CH:13]=2)[C:6]([CH3:9])=[N:7][CH:8]=1)=[O:1].